The task is: Binary Classification. Given a drug SMILES string, predict its activity (active/inactive) in a high-throughput screening assay against a specified biological target.. This data is from M1 muscarinic receptor antagonist screen with 61,756 compounds. (1) The molecule is O=C(NC(CC(O)=O)C(O)=O)c1c(NC(=O)c2ccccc2)cccc1. The result is 0 (inactive). (2) The compound is O=C1N(C(=O)NC21CCCCCCC2)CC(=O)N1CCOCC1. The result is 0 (inactive). (3) The molecule is Fc1cc2nnn(C3CCN(CC3)CC(=O)NC3CCC(CC3)C)c2cc1. The result is 0 (inactive). (4) The result is 0 (inactive). The molecule is O(c1cc(c2nn3c(N4CCCC4)c(c(nc3c2)C)CC)cc(OC)c1)C. (5) The compound is s1c2c(CCC2)c2c1nc(SCC(=O)NCc1occc1)n(c2=O)CC(C)=C. The result is 0 (inactive). (6) The molecule is O=C(NC(c1ccccc1)c1cccnc1)C. The result is 0 (inactive). (7) The drug is S(=O)(=O)(N(C)C)c1cc(c2n(c3c(OC)ccc(OC)c3)c(SCCC)nn2)ccc1. The result is 0 (inactive). (8) The drug is S=c1[nH]c2c([nH]1)ccc(OC)c2. The result is 0 (inactive). (9) The drug is O1C(CCC1)COc1ccc(C(=O)N2CCN(CC2)c2ccccc2)cc1. The result is 0 (inactive). (10) The molecule is S(CC(=O)c1ccc(NC(=O)C)cc1)c1n(nnn1)c1cc(OC)ccc1. The result is 0 (inactive).